Task: Predict which catalyst facilitates the given reaction.. Dataset: Catalyst prediction with 721,799 reactions and 888 catalyst types from USPTO (1) Reactant: [CH3:1][N:2]([CH3:47])[CH2:3][C:4]([N:6]1[C:14]2[C:9](=[CH:10][C:11]([O:45][CH3:46])=[C:12]([NH:15][C:16]3[N:17]=[C:18]([NH:35][C:36]4[CH:44]=[CH:43][CH:42]=[CH:41][C:37]=4[C:38]([NH2:40])=[O:39])[C:19]4[CH:24]=[CH:23][N:22](S(C5C=CC(C)=CC=5)(=O)=O)[C:20]=4[N:21]=3)[CH:13]=2)[CH2:8][CH2:7]1)=[O:5].[OH-].[K+]. Product: [CH3:1][N:2]([CH3:47])[CH2:3][C:4]([N:6]1[C:14]2[C:9](=[CH:10][C:11]([O:45][CH3:46])=[C:12]([NH:15][C:16]3[NH:21][C:20]4=[N:22][CH:23]=[CH:24][C:19]4=[C:18]([NH:35][C:36]4[CH:44]=[CH:43][CH:42]=[CH:41][C:37]=4[C:38]([NH2:40])=[O:39])[N:17]=3)[CH:13]=2)[CH2:8][CH2:7]1)=[O:5]. The catalyst class is: 225. (2) Reactant: [NH2:1][C:2]1[C:7]([C:8]([O:10][CH2:11][CH3:12])=[O:9])=[C:6]([CH3:13])[N:5]=[C:4]2[S:14][CH:15]=[CH:16][C:3]=12.[Br:17]Br. Product: [NH2:1][C:2]1[C:7]([C:8]([O:10][CH2:11][CH3:12])=[O:9])=[C:6]([CH3:13])[N:5]=[C:4]2[S:14][C:15]([Br:17])=[CH:16][C:3]=12. The catalyst class is: 15. (3) Reactant: [NH2:1][C:2]1[C:30]([O:31][CH3:32])=[CH:29][C:5]([CH2:6][CH2:7][N:8]([C@H:16]([CH:18]2[CH2:23][CH2:22][N:21]([C:24]([CH:26]3[CH2:28][CH2:27]3)=[O:25])[CH2:20][CH2:19]2)[CH3:17])[C:9](=[O:15])[O:10][C:11]([CH3:14])([CH3:13])[CH3:12])=[C:4]([Cl:33])[CH:3]=1.C1([O:40][C:41](=O)[NH:42][C:43]2[CH:48]=[N:47][C:46]([C:49]#[N:50])=[CH:45][N:44]=2)C=CC=CC=1. Product: [Cl:33][C:4]1[CH:3]=[C:2]([NH:1][C:41]([NH:42][C:43]2[CH:48]=[N:47][C:46]([C:49]#[N:50])=[CH:45][N:44]=2)=[O:40])[C:30]([O:31][CH3:32])=[CH:29][C:5]=1[CH2:6][CH2:7][N:8]([C@H:16]([CH:18]1[CH2:19][CH2:20][N:21]([C:24]([CH:26]2[CH2:27][CH2:28]2)=[O:25])[CH2:22][CH2:23]1)[CH3:17])[C:9](=[O:15])[O:10][C:11]([CH3:12])([CH3:13])[CH3:14]. The catalyst class is: 3. (4) Reactant: C[O:2][C:3]([C:5]1[C:10]([NH2:11])=[N:9][CH:8]=[CH:7][N:6]=1)=O.[H-].C([Al+]CC(C)C)C(C)C. Product: [NH2:11][C:10]1[C:5]([CH:3]=[O:2])=[N:6][CH:7]=[CH:8][N:9]=1. The catalyst class is: 1. (5) Reactant: [S:1]1[C:5]2[CH:6]=[CH:7][CH:8]=[CH:9][C:4]=2[N:3]=[C:2]1[CH:10]([C:16]([O:18]CC)=O)[C:11]([O:13]CC)=O.[N:21]1([C:27](=[NH:29])[NH2:28])[CH2:26][CH2:25][O:24][CH2:23][CH2:22]1. Product: [S:1]1[C:5]2[CH:6]=[CH:7][CH:8]=[CH:9][C:4]=2[N:3]=[C:2]1[C:10]1[C:11]([OH:13])=[N:28][C:27]([N:21]2[CH2:26][CH2:25][O:24][CH2:23][CH2:22]2)=[N:29][C:16]=1[OH:18]. The catalyst class is: 11.